From a dataset of Peptide-MHC class I binding affinity with 185,985 pairs from IEDB/IMGT. Regression. Given a peptide amino acid sequence and an MHC pseudo amino acid sequence, predict their binding affinity value. This is MHC class I binding data. (1) The peptide sequence is HFQKDAKVL. The MHC is HLA-B58:01 with pseudo-sequence HLA-B58:01. The binding affinity (normalized) is 0.0847. (2) The peptide sequence is PSYQLPLPM. The MHC is HLA-A02:16 with pseudo-sequence HLA-A02:16. The binding affinity (normalized) is 0.0847. (3) The peptide sequence is WQDGGWQSV. The MHC is HLA-B15:17 with pseudo-sequence HLA-B15:17. The binding affinity (normalized) is 0.0847. (4) The peptide sequence is MLFTKFFYL. The MHC is HLA-A02:01 with pseudo-sequence HLA-A02:01. The binding affinity (normalized) is 1.00. (5) The peptide sequence is KYFVRSTEK. The MHC is HLA-A26:02 with pseudo-sequence HLA-A26:02. The binding affinity (normalized) is 0.0847. (6) The peptide sequence is KGMKIQHFK. The MHC is HLA-B51:01 with pseudo-sequence HLA-B51:01. The binding affinity (normalized) is 0.0847.